This data is from Reaction yield outcomes from USPTO patents with 853,638 reactions. The task is: Predict the reaction yield, written as a fraction of the theoretical maximum amount of product (1.0 means a 100% yield; for example, 0.34 means a 34% yield). The reactants are Br[C:2]1[CH:18]=[CH:17][C:5]([O:6][Si:7]([CH:14]([CH3:16])[CH3:15])([CH:11]([CH3:13])[CH3:12])[CH:8]([CH3:10])[CH3:9])=[CH:4][C:3]=1[C:19]([CH3:22])([CH3:21])[CH3:20].C([Li])(C)(C)C.CCCCC.Cl[C:34]([O:36][CH2:37][CH3:38])=[O:35]. The product is [C:19]([C:3]1[CH:4]=[C:5]([O:6][Si:7]([CH:14]([CH3:16])[CH3:15])([CH:11]([CH3:12])[CH3:13])[CH:8]([CH3:9])[CH3:10])[CH:17]=[CH:18][C:2]=1[C:34]([O:36][CH2:37][CH3:38])=[O:35])([CH3:22])([CH3:20])[CH3:21]. The catalyst is CCOCC. The yield is 0.880.